The task is: Binary Classification. Given a miRNA mature sequence and a target amino acid sequence, predict their likelihood of interaction.. This data is from Experimentally validated miRNA-target interactions with 360,000+ pairs, plus equal number of negative samples. (1) The miRNA is hsa-miR-664a-5p with sequence ACUGGCUAGGGAAAAUGAUUGGAU. The protein sequence of the target gene is MAAETRNVAGAEAPPPQKRYYRQRAHSNPMADHTLRYPVKPEEMDWSELYPEFFAPLTQNQSHDDPKDKKEKRAQAQVEFADIGCGYGGLLVELSPLFPDTLILGLEIRVKVSDYVQDRIRALRAAPAGGFQNIACLRSNAMKHLPNFFYKGQLTKMFFLFPDPHFKRTKHKWRIISPTLLAEYAYVLRVGGLVYTITDVLELHDWMCTHFEEHPLFERVPLEDLSEDPVVGHLGTSTEEGKKVLRNGGKNFPAIFRRIQDPVLQAVTSQTSLPGH. Result: 0 (no interaction). (2) The miRNA is mmu-miR-10b-5p with sequence UACCCUGUAGAACCGAAUUUGUG. The protein sequence of the target gene is MVGVPGAAAFQLGCEKRVPAMPGSPVEVKIQSRSSPPIMPPLPPINPGGPRPVSFTPTALSNGINHSPPTLNGAPSPPQRFSNGPASSTSSALTNQQLPATCGARQLSKLKRFLTTLQQFGNDISPEIGEKVRTLVLALVNSTVTIEEFHCKLQEATNFPLRPFVIPFLKANLPLLQRELLHCARAAKQTPSQYLAQHEHLLLNTSIASPADSSELLMEVHGNGKRPSPERRDENNFERDTVPPEPPAKRVCTISPAPRHSPALTVPLMNPGGQFHPTPPPLQHYTLEDIATSHLYREPN.... Result: 1 (interaction). (3) The miRNA is hsa-miR-4655-3p with sequence ACCCUCGUCAGGUCCCCGGGG. The protein sequence of the target gene is MMGKEEEIARIARRLDKMVTKKSAEGAMDLLRELKAMPITLHLLQSTRVGMSVNALRKQSSDEEVIALAKSLIKSWKKLLDASDAKARERGRGMPLPTSSRDASEAPDPSRKRPELPRAPSTPRITTFPPVPVTCDAVRNKCREMLTAALQTDHDHVAIGADCERLSAQIEECIFRDVGNTDMKYKNRVRSRISNLKDAKNPDLRRNVLCGAITPQQIAVMTSEEMASDELKEIRKAMTKEAIREHQMARTGGTQTDLFTCGKCRKKNCTYTQVQTRSSDEPMTTFVVCNECGNRWKFC. Result: 0 (no interaction). (4) The miRNA is ath-miR775 with sequence UUCGAUGUCUAGCAGUGCCA. The protein sequence of the target gene is MPVGGLLPLFSSPAGGVLGGGLGGGGGRKGSGPAALRLTEKFVLLLVFSAFITLCFGAIFFLPDSSKLLSGVLFHSSPALQPAADHKPGPGARAEDAAEGRARRREEGAPGDPEAALEDNLARIRENHERALREAKETLQKLPEEIQRDILLEKKKVAQDQLRDKAPFRGLPPVDFVPPIGVESREPADAAIREKRAKIKEMMKHAWNNYKGYAWGLNELKPISKGGHSSSLFGNIKGATIVDALDTLFIMEMKHEFEEAKSWVEENLDFNVNAEISVFEVNIRFVGGLLSAYYLSGEEI.... Result: 0 (no interaction). (5) The miRNA is mmu-miR-1192 with sequence AAACAAACAAACAGACCAAAUU. The protein sequence of the target gene is MERLGEKASRLLEKLRLSDSGSAKFGRRKGEASRSGSDGTPGAGKGRLSGLGGPRKSGHRGANGGPGDEPLEPAREQGPLDAERNARGSFEAQRFEGSFPGGPPPTRALPLPLSSPPDFRLETTAPALSPRSSFASSSASDASKPSSPRGSLLLDGAGASGAGGSRPCSNRTSGISMGYDQRHGSPLPAGPCLFGLPLTTAPAGYPGGAPSAYPELHAALDRLCAHRSVGFGCQESRHSYPPALGSPGALTGAVVGTAGPLERRGAQPGRHSVTGYGDCAAGARYQDELTALLRLTVATG.... Result: 1 (interaction). (6) The miRNA is hsa-miR-342-3p with sequence UCUCACACAGAAAUCGCACCCGU. The protein sequence of the target gene is MAIDRRREAAGGGPGRQPAPAEENGSLPPGDAAASAPLGGRAGPGGGAEIQPLPPLHPGGGPHPSCCSAAAAPSLLLLDYDGSVLPFLGGLGGGYQKTLVLLTWIPALFIGFSQFSDSFLLDQPNFWCRGAGKGTELAGVTTTGRGGDMGNWTSLPTTPFATAPWEAAGNRSNSSGADGGDTPPLPSPPDKGDNASNCDCRAWDYGIRAGLVQNVVSKWDLVCDNAWKVHIAKFSLLVGLIFGYLITGCIADWVGRRPVLLFSIIFILIFGLTVALSVNVTMFSTLRFFEGFCLAGIILT.... Result: 0 (no interaction).